This data is from Forward reaction prediction with 1.9M reactions from USPTO patents (1976-2016). The task is: Predict the product of the given reaction. (1) Given the reactants [Br:1][C:2]1[CH:7]=[CH:6][CH:5]=[CH:4][C:3]=1[C:8]1O[CH:10]=[N:11][N:12]=1.[NH2:13][C:14]1[CH:19]=[CH:18][CH:17]=[CH:16][CH:15]=1.FC(F)(F)C(O)=O, predict the reaction product. The product is: [Br:1][C:2]1[CH:7]=[CH:6][CH:5]=[CH:4][C:3]=1[C:8]1[N:13]([C:14]2[CH:19]=[CH:18][CH:17]=[CH:16][CH:15]=2)[CH:10]=[N:11][N:12]=1. (2) Given the reactants Br[C:2]1[C:10]2[N:9]3[CH2:11][CH2:12][NH:13][C:14](=[O:15])[C:8]3=[C:7]([CH3:16])[C:6]=2[CH:5]=[C:4]([Cl:17])[CH:3]=1.[CH:18]([C:21]1[CH:26]=[CH:25][C:24](B(O)O)=[CH:23][CH:22]=1)([CH3:20])[CH3:19], predict the reaction product. The product is: [Cl:17][C:4]1[CH:3]=[C:2]([C:24]2[CH:25]=[CH:26][C:21]([CH:18]([CH3:20])[CH3:19])=[CH:22][CH:23]=2)[C:10]2[N:9]3[CH2:11][CH2:12][NH:13][C:14](=[O:15])[C:8]3=[C:7]([CH3:16])[C:6]=2[CH:5]=1. (3) Given the reactants [CH3:1][O:2][C:3]1[C:8]2[N:9]=[C:10]([NH:12][C:13](=[O:23])[C:14]3[CH:19]=[CH:18][C:17]([CH2:20][NH:21][CH3:22])=[CH:16][CH:15]=3)[S:11][C:7]=2[C:6]([N:24]2[CH2:29][CH2:28][O:27][CH2:26][CH2:25]2)=[CH:5][CH:4]=1.[CH:30]1([C:33](Cl)=[O:34])[CH2:32][CH2:31]1, predict the reaction product. The product is: [CH:30]1([C:33]([N:21]([CH2:20][C:17]2[CH:16]=[CH:15][C:14]([C:13]([NH:12][C:10]3[S:11][C:7]4[C:6]([N:24]5[CH2:25][CH2:26][O:27][CH2:28][CH2:29]5)=[CH:5][CH:4]=[C:3]([O:2][CH3:1])[C:8]=4[N:9]=3)=[O:23])=[CH:19][CH:18]=2)[CH3:22])=[O:34])[CH2:32][CH2:31]1. (4) Given the reactants [OH:1][C:2]1[CH:9]=[C:8]([O:10][CH3:11])[CH:7]=[CH:6][C:3]=1[CH:4]=O.[N+:12]([CH3:15])([O-:14])=[O:13].C([O-])(=O)C.[NH4+], predict the reaction product. The product is: [CH3:11][O:10][C:8]1[CH:7]=[CH:6][C:3](/[CH:4]=[CH:15]/[N+:12]([O-:14])=[O:13])=[C:2]([OH:1])[CH:9]=1.